Task: Predict the reactants needed to synthesize the given product.. Dataset: Full USPTO retrosynthesis dataset with 1.9M reactions from patents (1976-2016) (1) Given the product [ClH:1].[Cl:1][C:2]1[CH:3]=[C:4]([C@@:9]23[CH2:15][C@@H:14]2[CH2:13][NH:12][CH2:11][CH2:10]3)[CH:5]=[CH:6][C:7]=1[Cl:8], predict the reactants needed to synthesize it. The reactants are: [Cl:1][C:2]1[CH:3]=[C:4]([C@@:9]23[CH2:15][C@@H:14]2[CH2:13][NH:12][CH2:11][CH2:10]3)[CH:5]=[CH:6][C:7]=1[Cl:8].Cl. (2) Given the product [F:12][C:4]1[C:5]([N+:9]([O-:11])=[O:10])=[CH:6][CH:7]=[CH:8][C:3]=1[CH2:2][N:13]1[CH2:18][CH2:17][O:16][CH2:15][CH2:14]1, predict the reactants needed to synthesize it. The reactants are: Br[CH2:2][C:3]1[CH:8]=[CH:7][CH:6]=[C:5]([N+:9]([O-:11])=[O:10])[C:4]=1[F:12].[NH:13]1[CH2:18][CH2:17][O:16][CH2:15][CH2:14]1. (3) Given the product [CH3:1][CH:2]([C:6]1[C:10]([C:11]([O:13][CH2:14][CH3:15])=[O:12])=[CH:9][N:8]([C:17]2[CH:22]=[CH:21][C:20]([C:23]([F:26])([F:25])[F:24])=[CH:19][N:18]=2)[N:7]=1)[CH2:3][CH2:4][CH3:5], predict the reactants needed to synthesize it. The reactants are: [CH3:1][CH:2]([C:6]1[C:10]([C:11]([O:13][CH2:14][CH3:15])=[O:12])=[CH:9][NH:8][N:7]=1)[CH2:3][CH2:4][CH3:5].Cl[C:17]1[CH:22]=[CH:21][C:20]([C:23]([F:26])([F:25])[F:24])=[CH:19][N:18]=1.C(=O)([O-])[O-].[K+].[K+].Cl. (4) Given the product [CH3:8][C@@H:9]1[N:13]([S:41]([C:35]2[CH:40]=[CH:39][CH:38]=[CH:37][CH:36]=2)(=[O:43])=[O:42])[CH2:12][C@@H:11]([CH2:14][N:15]2[C:23]3[C:18](=[CH:19][C:20]([C:24]4[CH:25]=[N:26][N:27]([CH:29]5[CH2:34][CH2:33][CH2:32][CH2:31][O:30]5)[CH:28]=4)=[CH:21][CH:22]=3)[CH:17]=[N:16]2)[CH2:10]1, predict the reactants needed to synthesize it. The reactants are: C(N(CC)CC)C.[CH3:8][C@@H:9]1[NH:13][CH2:12][C@@H:11]([CH2:14][N:15]2[C:23]3[C:18](=[CH:19][C:20]([C:24]4[CH:25]=[N:26][N:27]([CH:29]5[CH2:34][CH2:33][CH2:32][CH2:31][O:30]5)[CH:28]=4)=[CH:21][CH:22]=3)[CH:17]=[N:16]2)[CH2:10]1.[C:35]1([S:41](Cl)(=[O:43])=[O:42])[CH:40]=[CH:39][CH:38]=[CH:37][CH:36]=1.C(=O)(O)[O-].[Na+]. (5) Given the product [NH:1]1[C:9]2[C:4](=[CH:5][CH:6]=[CH:7][CH:8]=2)[C:3]([C:10](=[O:12])[CH2:11][C:21]2([OH:29])[C:22]3[C:27](=[CH:26][CH:25]=[C:24]([CH3:28])[CH:23]=3)[N:19]([CH2:18][CH2:17][CH2:16][N:13]=[N+:14]=[N-:15])[C:20]2=[O:30])=[CH:2]1, predict the reactants needed to synthesize it. The reactants are: [NH:1]1[C:9]2[C:4](=[CH:5][CH:6]=[CH:7][CH:8]=2)[C:3]([C:10](=[O:12])[CH3:11])=[CH:2]1.[N:13]([CH2:16][CH2:17][CH2:18][N:19]1[C:27]2[C:22](=[CH:23][C:24]([CH3:28])=[CH:25][CH:26]=2)[C:21](=[O:29])[C:20]1=[O:30])=[N+:14]=[N-:15].CNC. (6) Given the product [CH3:22][O:21][C:18]1[CH:19]=[CH:20][C:15]([S:12]([N:7]2[C:8]3[C:4](=[CH:3][CH:2]=[CH:10][C:9]=3[NH2:11])[CH2:5][CH2:6]2)(=[O:13])=[O:14])=[CH:16][CH:17]=1, predict the reactants needed to synthesize it. The reactants are: Br[C:2]1[CH:3]=[C:4]2[C:8](=[C:9]([NH2:11])[CH:10]=1)[N:7]([S:12]([C:15]1[CH:20]=[CH:19][C:18]([O:21][CH3:22])=[CH:17][CH:16]=1)(=[O:14])=[O:13])[CH2:6][CH2:5]2.CC(N=NC(C#N)(C)C)(C#N)C.CCCC[SnH](CCCC)CCCC.